This data is from Catalyst prediction with 721,799 reactions and 888 catalyst types from USPTO. The task is: Predict which catalyst facilitates the given reaction. (1) Reactant: C[Si]([N-][Si](C)(C)C)(C)C.[K+].[CH2:11]([O:18][C:19]1[CH:20]=[C:21]([C:25]2[CH:40]=[C:28]3[N:29]=[C:30]([CH3:39])[C:31]([CH2:34][C:35]([O:37][CH3:38])=[O:36])=[C:32]([Cl:33])[N:27]3[N:26]=2)[CH:22]=[CH:23][CH:24]=1)[C:12]1[CH:17]=[CH:16][CH:15]=[CH:14][CH:13]=1.C1(C2[O:49]N2S(C2C=CC=CC=2)(=O)=O)C=CC=CC=1. Product: [CH2:11]([O:18][C:19]1[CH:20]=[C:21]([C:25]2[CH:40]=[C:28]3[N:29]=[C:30]([CH3:39])[C:31]([CH:34]([OH:49])[C:35]([O:37][CH3:38])=[O:36])=[C:32]([Cl:33])[N:27]3[N:26]=2)[CH:22]=[CH:23][CH:24]=1)[C:12]1[CH:13]=[CH:14][CH:15]=[CH:16][CH:17]=1. The catalyst class is: 1. (2) Reactant: [C:1]([CH2:4][CH2:5][CH2:6][CH2:7][CH2:8][N+:9]1[C:17]2[C:12](=[CH:13][C:14]([F:19])=[CH:15][C:16]=2[F:18])[C:11]([CH2:21][CH2:22][CH2:23][CH2:24][S:25]([O-:28])(=[O:27])=[O:26])([CH3:20])[C:10]=1[CH3:29])([OH:3])=[O:2].C1(N=[CH:37][CH:38]=[CH:39][CH2:40][CH:41]=[N:42][C:43]2[CH:48]=[CH:47][CH:46]=[CH:45][CH:44]=2)C=CC=CC=1.Cl.[C:50](OC(=O)C)(=[O:52])[CH3:51]. Product: [C:50]([N:42]([C:43]1[CH:44]=[CH:45][CH:46]=[CH:47][CH:48]=1)/[CH:41]=[CH:40]/[CH:39]=[CH:38]/[CH:37]=[CH:29]/[C:10]1[C:11]([CH2:21][CH2:22][CH2:23][CH2:24][S:25]([O-:28])(=[O:27])=[O:26])([CH3:20])[C:12]2[C:17](=[C:16]([F:18])[CH:15]=[C:14]([F:19])[CH:13]=2)[N+:9]=1[CH2:8][CH2:7][CH2:6][CH2:5][CH2:4][C:1]([OH:3])=[O:2])(=[O:52])[CH3:51]. The catalyst class is: 15. (3) Reactant: [CH3:1][O:2][C:3](=[O:36])[CH2:4][C:5]1[CH:10]=[CH:9][C:8](OS(C(F)(F)F)(=O)=O)=[C:7]([O:19][C:20]2[CH:25]=[CH:24][C:23]([N+:26]([O-:28])=[O:27])=[CH:22][C:21]=2[CH2:29][S:30][CH2:31][C:32]([F:35])([F:34])[F:33])[CH:6]=1.[CH3:37]B1OB(C)OB(C)O1.C(=O)([O-])[O-].[K+].[K+]. Product: [CH3:1][O:2][C:3](=[O:36])[CH2:4][C:5]1[CH:10]=[CH:9][C:8]([CH3:37])=[C:7]([O:19][C:20]2[CH:25]=[CH:24][C:23]([N+:26]([O-:28])=[O:27])=[CH:22][C:21]=2[CH2:29][S:30][CH2:31][C:32]([F:35])([F:33])[F:34])[CH:6]=1. The catalyst class is: 108. (4) Reactant: [C:1]1([CH3:15])[CH:6]=[CH:5][C:4]([NH:7][C:8]2[CH:13]=[CH:12][C:11]([CH3:14])=[CH:10][CH:9]=2)=[CH:3][CH:2]=1.Br[C:17]1[CH:18]=[C:19]([OH:23])[CH:20]=[CH:21][CH:22]=1.CC([O-])(C)C.[Na+].C1(C)C=CC=CC=1. Product: [C:11]1([CH3:14])[CH:12]=[CH:13][C:8]([N:7]([C:4]2[CH:3]=[CH:2][C:1]([CH3:15])=[CH:6][CH:5]=2)[C:17]2[CH:18]=[C:19]([OH:23])[CH:20]=[CH:21][CH:22]=2)=[CH:9][CH:10]=1. The catalyst class is: 84. (5) Reactant: C(O[C:6](=[O:28])[NH:7][C@@H:8]([CH2:21][C:22]1[CH:27]=[CH:26][CH:25]=[CH:24][CH:23]=1)[CH:9]([C:11](=[O:20])[NH:12][CH2:13][C:14]1[CH:19]=[CH:18][CH:17]=[CH:16][CH:15]=1)[OH:10])(C)(C)C.C(O)(C(F)(F)F)=O.[C:36]([O:40][C:41]([NH:43][CH:44]([CH2:48][CH:49]1[CH2:54][CH2:53][O:52][CH2:51][CH2:50]1)C(O)=O)=[O:42])([CH3:39])([CH3:38])[CH3:37].CN(C(ON1N=NC2C=CC=NC1=2)=[N+](C)C)C.F[P-](F)(F)(F)(F)F.C(N(CC)C(C)C)(C)C. Product: [C:36]([O:40][C:41](=[O:42])[NH:43][CH:44]([C:6](=[O:28])[NH:7][C@@H:8]([CH2:21][C:22]1[CH:23]=[CH:24][CH:25]=[CH:26][CH:27]=1)[CH:9]([C:11](=[O:20])[NH:12][CH2:13][C:14]1[CH:15]=[CH:16][CH:17]=[CH:18][CH:19]=1)[OH:10])[CH2:48][CH:49]1[CH2:50][CH2:51][O:52][CH2:53][CH2:54]1)([CH3:39])([CH3:37])[CH3:38]. The catalyst class is: 4. (6) The catalyst class is: 10. Product: [NH2:1][C:2](=[O:37])[C@@H:3]([NH:20][C:21]([C:23]1([NH:29][C:30](=[O:36])[O:31][C:32]([CH3:33])([CH3:35])[CH3:34])[CH2:28][CH2:27][O:26][CH2:25][CH2:24]1)=[O:22])[CH2:4][C:5]1[CH:10]=[CH:9][C:8]([C:39]2[CH:47]=[C:46]3[C:42]([CH2:43][C:44](=[O:49])[N:45]3[CH3:48])=[CH:41][CH:40]=2)=[CH:7][CH:6]=1. Reactant: [NH2:1][C:2](=[O:37])[C@@H:3]([NH:20][C:21]([C:23]1([NH:29][C:30](=[O:36])[O:31][C:32]([CH3:35])([CH3:34])[CH3:33])[CH2:28][CH2:27][O:26][CH2:25][CH2:24]1)=[O:22])[CH2:4][C:5]1[CH:10]=[CH:9][C:8](B2OC(C)(C)C(C)(C)O2)=[CH:7][CH:6]=1.Br[C:39]1[CH:47]=[C:46]2[C:42]([CH2:43][C:44](=[O:49])[N:45]2[CH3:48])=[CH:41][CH:40]=1.C(=O)([O-])[O-].[K+].[K+].